From a dataset of NCI-60 drug combinations with 297,098 pairs across 59 cell lines. Regression. Given two drug SMILES strings and cell line genomic features, predict the synergy score measuring deviation from expected non-interaction effect. Drug 1: CCCCC(=O)OCC(=O)C1(CC(C2=C(C1)C(=C3C(=C2O)C(=O)C4=C(C3=O)C=CC=C4OC)O)OC5CC(C(C(O5)C)O)NC(=O)C(F)(F)F)O. Drug 2: CC=C1C(=O)NC(C(=O)OC2CC(=O)NC(C(=O)NC(CSSCCC=C2)C(=O)N1)C(C)C)C(C)C. Cell line: SF-268. Synergy scores: CSS=59.6, Synergy_ZIP=6.20, Synergy_Bliss=5.85, Synergy_Loewe=-11.6, Synergy_HSA=3.66.